This data is from NCI-60 drug combinations with 297,098 pairs across 59 cell lines. The task is: Regression. Given two drug SMILES strings and cell line genomic features, predict the synergy score measuring deviation from expected non-interaction effect. Drug 1: CC1=CC=C(C=C1)C2=CC(=NN2C3=CC=C(C=C3)S(=O)(=O)N)C(F)(F)F. Drug 2: C1=NC2=C(N1)C(=S)N=CN2. Cell line: U251. Synergy scores: CSS=23.9, Synergy_ZIP=0.561, Synergy_Bliss=2.01, Synergy_Loewe=-15.6, Synergy_HSA=2.05.